This data is from Reaction yield outcomes from USPTO patents with 853,638 reactions. The task is: Predict the reaction yield, written as a fraction of the theoretical maximum amount of product (1.0 means a 100% yield; for example, 0.34 means a 34% yield). (1) The reactants are CC[O:3][C:4]([C:6]1[N:24](C(OC(C)(C)C)=O)[C:9]2=[N:10][CH:11]=[C:12]([O:14][CH:15]3[CH2:20][CH2:19][N:18]([CH:21]([CH3:23])[CH3:22])[CH2:17][CH2:16]3)[CH:13]=[C:8]2[CH:7]=1)=[O:5].[ClH:32]. The catalyst is O1CCOCC1. The product is [ClH:32].[CH:21]([N:18]1[CH2:19][CH2:20][CH:15]([O:14][C:12]2[CH:13]=[C:8]3[CH:7]=[C:6]([C:4]([OH:5])=[O:3])[NH:24][C:9]3=[N:10][CH:11]=2)[CH2:16][CH2:17]1)([CH3:23])[CH3:22]. The yield is 0.980. (2) The reactants are [F:1][C:2]1[CH:7]=[CH:6][C:5]([O:8][CH3:9])=[CH:4][C:3]=1[C:10]1[N:14]([S:15]([C:18]2[CH:19]=[N:20][CH:21]=[CH:22][CH:23]=2)(=[O:17])=[O:16])[CH:13]=[C:12]([CH2:24][N:25](C)[C:26](=O)[O:27][C:28]([CH3:31])(C)C)[CH:11]=1.[C:34]([O:37]CC)(=[O:36])[CH3:35].Cl.C([OH:43])C. No catalyst specified. The product is [C:28]([OH:43])(=[O:27])/[CH:31]=[CH:35]/[C:34]([OH:37])=[O:36].[F:1][C:2]1[CH:7]=[CH:6][C:5]([O:8][CH3:9])=[CH:4][C:3]=1[C:10]1[N:14]([S:15]([C:18]2[CH:19]=[N:20][CH:21]=[CH:22][CH:23]=2)(=[O:17])=[O:16])[CH:13]=[C:12]([CH2:24][NH:25][CH3:26])[CH:11]=1. The yield is 0.780. (3) The reactants are Br[C:2]1[C:11]2[C:6](=[CH:7][CH:8]=[CH:9][CH:10]=2)[CH:5]=[CH:4][CH:3]=1.[CH3:12][Si:13]([C:16]#[CH:17])([CH3:15])[CH3:14]. The catalyst is C(NC(C)C)(C)C.[Pd](Cl)Cl.C1(P(C2C=CC=CC=2)C2C=CC=CC=2)C=CC=CC=1.C1(P(C2C=CC=CC=2)C2C=CC=CC=2)C=CC=CC=1.[Cu](I)I. The product is [CH3:12][Si:13]([CH3:15])([CH3:14])[C:16]#[C:17][C:2]1[C:11]2[C:6](=[CH:7][CH:8]=[CH:9][CH:10]=2)[CH:5]=[CH:4][CH:3]=1. The yield is 0.889.